From a dataset of Forward reaction prediction with 1.9M reactions from USPTO patents (1976-2016). Predict the product of the given reaction. (1) Given the reactants [Cl-].[S:2]1[CH:6]=[CH:5][CH:4]=[C:3]1[CH2:7][P+](C1C=CC=CC=1)(C1C=CC=CC=1)C1C=CC=CC=1.[Li]C1C=CC=CC=1.[CH2:34]([O:41][C:42]1[CH:43]=[C:44]([CH2:50][NH:51][CH2:52][CH2:53][O:54][C:55](=[O:60])[C:56]([CH3:59])([CH3:58])[CH3:57])[CH:45]=[CH:46][C:47]=1[CH:48]=O)[C:35]1[CH:40]=[CH:39][CH:38]=[CH:37][CH:36]=1, predict the reaction product. The product is: [CH2:34]([O:41][C:42]1[CH:43]=[C:44]([CH2:50][NH:51][CH2:52][CH2:53][O:54][C:55](=[O:60])[C:56]([CH3:59])([CH3:58])[CH3:57])[CH:45]=[CH:46][C:47]=1[CH:48]=[CH:7][C:3]1[S:2][CH:6]=[CH:5][CH:4]=1)[C:35]1[CH:40]=[CH:39][CH:38]=[CH:37][CH:36]=1. (2) Given the reactants [CH:1]1([O:6][CH:7]([C:11]2[CH:16]=[CH:15][C:14]([Cl:17])=[C:13]([Cl:18])[CH:12]=2)[C:8]([OH:10])=O)[CH2:5][CH2:4][CH2:3][CH2:2]1.C(N(CC)CC)C.ClC1C=C(Cl)C=C(Cl)C=1C(Cl)=O.[NH2:38][C:39]1[CH:44]=[CH:43][CH:42]=[CH:41][N:40]=1, predict the reaction product. The product is: [CH:1]1([O:6][CH:7]([C:11]2[CH:16]=[CH:15][C:14]([Cl:17])=[C:13]([Cl:18])[CH:12]=2)[C:8]([NH:38][C:39]2[CH:44]=[CH:43][CH:42]=[CH:41][N:40]=2)=[O:10])[CH2:2][CH2:3][CH2:4][CH2:5]1. (3) Given the reactants Br[C:2]1[CH:7]=[CH:6][C:5]([C:8]2[C:12]([O:13][CH2:14][C:15]3[CH:20]=[CH:19][C:18]([O:21][CH3:22])=[CH:17][CH:16]=3)=[C:11]([C:23]([O-:25])=[O:24])[N:10]([CH3:26])[N:9]=2)=[CH:4][CH:3]=1.B1([C:36]2[CH:41]=[CH:40][C:39]([C:42]([NH:44][CH3:45])=[O:43])=[N:38][CH:37]=2)OC(C)(C)C(C)(C)O1.C(=O)([O-])[O-].[K+].[K+].O.[OH-].[Li+], predict the reaction product. The product is: [CH3:22][O:21][C:18]1[CH:19]=[CH:20][C:15]([CH2:14][O:13][C:12]2[C:8]([C:5]3[CH:6]=[CH:7][C:2]([C:36]4[CH:37]=[N:38][C:39]([C:42](=[O:43])[NH:44][CH3:45])=[CH:40][CH:41]=4)=[CH:3][CH:4]=3)=[N:9][N:10]([CH3:26])[C:11]=2[C:23]([OH:25])=[O:24])=[CH:16][CH:17]=1. (4) Given the reactants [CH2:1]([NH:5][CH2:6][P:7]([OH:10])([OH:9])=[O:8])[C:2]([OH:4])=[O:3].[OH-].[Na+:12], predict the reaction product. The product is: [CH2:1]([NH:5][CH2:6][P:7]([O-:10])([OH:9])=[O:8])[C:2]([OH:4])=[O:3].[Na+:12]. (5) Given the reactants [C:1]([O:4][CH2:5][C:6]1[C:7]([N:21]2[CH2:33][CH2:32][N:24]3[C:25]4[CH2:26][CH2:27][CH2:28][CH2:29][C:30]=4[CH:31]=[C:23]3[C:22]2=[O:34])=[N:8][CH:9]=[CH:10][C:11]=1[C:12]1[CH:17]=[C:16](Br)[C:15](=[O:19])[N:14]([CH3:20])[CH:13]=1)(=[O:3])[CH3:2].[CH3:35][N:36]1[CH:41]([CH3:42])[CH2:40][N:39]2[N:43]=[C:44]([NH2:46])[CH:45]=[C:38]2[CH2:37]1.C(=O)([O-])[O-].[Cs+].[Cs+].CC1(C)C2C(=C(P(C3C=CC=CC=3)C3C=CC=CC=3)C=CC=2)OC2C(P(C3C=CC=CC=3)C3C=CC=CC=3)=CC=CC1=2, predict the reaction product. The product is: [C:1]([O:4][CH2:5][C:6]1[C:7]([N:21]2[CH2:33][CH2:32][N:24]3[C:25]4[CH2:26][CH2:27][CH2:28][CH2:29][C:30]=4[CH:31]=[C:23]3[C:22]2=[O:34])=[N:8][CH:9]=[CH:10][C:11]=1[C:12]1[CH:17]=[C:16]([NH:46][C:44]2[CH:45]=[C:38]3[CH2:37][N:36]([CH3:35])[CH:41]([CH3:42])[CH2:40][N:39]3[N:43]=2)[C:15](=[O:19])[N:14]([CH3:20])[CH:13]=1)(=[O:3])[CH3:2]. (6) Given the reactants [CH3:1][C:2]1[CH:6]=[C:5]([NH2:7])[N:4]([CH:8]2[CH2:13][CH2:12][N:11]([CH3:14])[CH2:10][CH2:9]2)[N:3]=1.[CH:15]1([C:18](=O)[CH2:19][C:20](=O)[C:21]([O:23][CH2:24][CH3:25])=[O:22])[CH2:17][CH2:16]1, predict the reaction product. The product is: [CH:15]1([C:18]2[CH:19]=[C:20]([C:21]([O:23][CH2:24][CH3:25])=[O:22])[C:6]3[C:2]([CH3:1])=[N:3][N:4]([CH:8]4[CH2:13][CH2:12][N:11]([CH3:14])[CH2:10][CH2:9]4)[C:5]=3[N:7]=2)[CH2:16][CH2:17]1.